From a dataset of Full USPTO retrosynthesis dataset with 1.9M reactions from patents (1976-2016). Predict the reactants needed to synthesize the given product. (1) Given the product [F:20][C:2]([F:1])([F:19])[C:3]1[CH:4]=[CH:5][C:6]([C:9]2[O:13][CH:12]=[N:11][C:10]=2[C:14]([OH:16])=[O:15])=[CH:7][CH:8]=1, predict the reactants needed to synthesize it. The reactants are: [F:1][C:2]([F:20])([F:19])[C:3]1[CH:8]=[CH:7][C:6]([C:9]2[O:13][CH:12]=[N:11][C:10]=2[C:14]([O:16]CC)=[O:15])=[CH:5][CH:4]=1.[OH-].[Na+].C(OCC)(=O)C.O. (2) Given the product [CH:11]([C:2]1[CH:3]=[CH:4][C:5]2[CH:9]=[CH:8][S:7][C:6]=2[CH:10]=1)=[CH2:12], predict the reactants needed to synthesize it. The reactants are: Br[C:2]1[CH:3]=[CH:4][C:5]2[CH:9]=[CH:8][S:7][C:6]=2[CH:10]=1.[CH:11]([B-](F)(F)F)=[CH2:12].[K+].C([O-])([O-])=O.[Cs+].[Cs+].C1C=CC(P(C2C=CC=CC=2)C2C=CC=CC=2)=CC=1.[NH4+].[Cl-]. (3) Given the product [Br:10][C:3]1[C:2]([F:1])=[CH:9][C:8]([N+:11]([O-:13])=[O:12])=[C:5]([CH:4]=1)[CH:6]=[O:7], predict the reactants needed to synthesize it. The reactants are: [F:1][C:2]1[CH:9]=[CH:8][C:5]([CH:6]=[O:7])=[CH:4][C:3]=1[Br:10].[N+:11]([O-])([OH:13])=[O:12]. (4) Given the product [C:18]([CH:17]([O:6][S:3]([C:2]([F:15])([F:14])[F:1])(=[O:5])=[O:4])[CH2:20][O:21][CH3:22])#[N:19], predict the reactants needed to synthesize it. The reactants are: [F:1][C:2]([F:15])([F:14])[S:3]([O:6]S(C(F)(F)F)(=O)=O)(=[O:5])=[O:4].O[CH:17]([CH2:20][O:21][CH3:22])[C:18]#[N:19].N1C(C)=CC=CC=1C. (5) Given the product [OH:2][C:3]1[C:11]2[CH:10]=[C:9]([C:12]3[N:13]=[C:14]([CH3:17])[S:15][CH:16]=3)[O:8][C:7]=2[CH:6]=[CH:5][CH:4]=1, predict the reactants needed to synthesize it. The reactants are: C[O:2][C:3]1[C:11]2[CH:10]=[C:9]([C:12]3[N:13]=[C:14]([CH3:17])[S:15][CH:16]=3)[O:8][C:7]=2[CH:6]=[CH:5][CH:4]=1.B(Br)(Br)Br. (6) Given the product [Cl:32][C:33]1[C:34]([C:55]([F:58])([F:56])[F:57])=[CH:35][C:36]2[N:40]=[C:39]([CH2:41][CH2:42][CH2:43][CH2:44][NH:7][CH2:8][C@@H:9]3[C@H:13]4[O:14][C:15]([CH3:17])([CH3:18])[O:16][C@H:12]4[C@H:11]([N:19]4[C:23]5[N:24]=[CH:25][N:26]=[C:27]([NH:28][CH:29]6[CH2:31][CH2:30]6)[C:22]=5[CH:21]=[CH:20]4)[CH2:10]3)[N:38]([CH2:46][O:47][CH2:48][CH2:49][Si:50]([CH3:52])([CH3:51])[CH3:53])[C:37]=2[CH:54]=1, predict the reactants needed to synthesize it. The reactants are: [O-]S([O-])(=O)=O.[Mg+2].[NH2:7][CH2:8][C@@H:9]1[C@H:13]2[O:14][C:15]([CH3:18])([CH3:17])[O:16][C@H:12]2[C@H:11]([N:19]2[C:23]3[N:24]=[CH:25][N:26]=[C:27]([NH:28][CH:29]4[CH2:31][CH2:30]4)[C:22]=3[CH:21]=[CH:20]2)[CH2:10]1.[Cl:32][C:33]1[C:34]([C:55]([F:58])([F:57])[F:56])=[CH:35][C:36]2[N:40]=[C:39]([CH2:41][CH2:42][CH2:43][CH:44]=O)[N:38]([CH2:46][O:47][CH2:48][CH2:49][Si:50]([CH3:53])([CH3:52])[CH3:51])[C:37]=2[CH:54]=1.[BH-](OC(C)=O)(OC(C)=O)OC(C)=O.[Na+]. (7) Given the product [Br:1][C:2]1[C:3]([CH2:8][O:9][C:19]2[CH:18]=[C:17]([F:20])[CH:16]=[CH:15][C:14]=2[C:10]#[C:11][CH2:12][CH3:13])=[N:4][CH:5]=[CH:6][CH:7]=1, predict the reactants needed to synthesize it. The reactants are: [Br:1][C:2]1[C:3]([CH2:8][OH:9])=[N:4][CH:5]=[CH:6][CH:7]=1.[C:10]([C:14]1[CH:19]=[CH:18][C:17]([F:20])=[CH:16][C:15]=1O)#[C:11][CH2:12][CH3:13].C1(P(C2C=CC=CC=2)C2C=CC=CC=2)C=CC=CC=1.N(C(OC(C)C)=O)=NC(OC(C)C)=O.